From a dataset of Catalyst prediction with 721,799 reactions and 888 catalyst types from USPTO. Predict which catalyst facilitates the given reaction. (1) Reactant: [Cl:1][C:2]1[C:7]([NH:8][S:9]([CH3:12])(=[O:11])=[O:10])=[CH:6][C:5]([C:13]2[CH:21]=[C:20]3[C:16]([CH:17]=[N:18][N:19]3[S:22]([C:25]3[CH:30]=[CH:29][C:28]([CH3:31])=[CH:27][CH:26]=3)(=[O:24])=[O:23])=[C:15]([C:32]3[NH:36][N:35]=NN=3)[CH:14]=2)=[CH:4][N:3]=1.[Cl:37][CH2:38][C:39](Cl)=[O:40]. Product: [Cl:1][C:2]1[C:7]([NH:8][S:9]([CH3:12])(=[O:11])=[O:10])=[CH:6][C:5]([C:13]2[CH:21]=[C:20]3[C:16]([CH:17]=[N:18][N:19]3[S:22]([C:25]3[CH:30]=[CH:29][C:28]([CH3:31])=[CH:27][CH:26]=3)(=[O:24])=[O:23])=[C:15]([C:32]3[O:40][C:39]([CH2:38][Cl:37])=[N:35][N:36]=3)[CH:14]=2)=[CH:4][N:3]=1. The catalyst class is: 11. (2) Reactant: C[O:2][C:3]([C:5]1[CH:10]=[C:9]([NH2:11])[CH:8]=[C:7]([C:12]([F:15])([F:14])[F:13])[N:6]=1)=[O:4].S(Cl)([Cl:19])(=O)=O.CCOCC. Product: [NH2:11][C:9]1[CH:8]=[C:7]([C:12]([F:15])([F:14])[F:13])[N:6]=[C:5]([C:3]([OH:2])=[O:4])[C:10]=1[Cl:19]. The catalyst class is: 23. (3) Reactant: [H-].[Na+].[Cl:3][CH:4]([C:9]([CH3:11])=[O:10])[C:5]([O:7][CH3:8])=[O:6].[Li]CCCC.[CH:17]1([C:22](=[O:35])[CH2:23][CH2:24][C:25]2[CH:30]=[CH:29][C:28]([CH:31]([F:33])[F:32])=[C:27]([F:34])[CH:26]=2)[CH2:21][CH2:20][CH2:19][CH2:18]1.[NH4+].[Cl-]. Product: [Cl:3][CH:4]([C:9](=[O:10])[CH2:11][C:22]([CH:17]1[CH2:21][CH2:20][CH2:19][CH2:18]1)([OH:35])[CH2:23][CH2:24][C:25]1[CH:30]=[CH:29][C:28]([CH:31]([F:32])[F:33])=[C:27]([F:34])[CH:26]=1)[C:5]([O:7][CH3:8])=[O:6]. The catalyst class is: 56.